Dataset: Forward reaction prediction with 1.9M reactions from USPTO patents (1976-2016). Task: Predict the product of the given reaction. (1) Given the reactants [OH:1][C:2]1[CH:3]=[C:4]([C:8]2([C:16]3[CH:21]=[CH:20][CH:19]=[CH:18][CH:17]=3)[CH2:12][CH:11]([CH3:13])[N:10]([CH3:14])[C:9]2=[O:15])[CH:5]=[CH:6][CH:7]=1.N1C=CN=C1.[C:27]([Si:31](Cl)([CH3:33])[CH3:32])([CH3:30])([CH3:29])[CH3:28], predict the reaction product. The product is: [Si:31]([O:1][C:2]1[CH:3]=[C:4]([C:8]2([C:16]3[CH:17]=[CH:18][CH:19]=[CH:20][CH:21]=3)[CH2:12][CH:11]([CH3:13])[N:10]([CH3:14])[C:9]2=[O:15])[CH:5]=[CH:6][CH:7]=1)([C:27]([CH3:30])([CH3:29])[CH3:28])([CH3:33])[CH3:32]. (2) Given the reactants C([O:5][C:6](=[O:24])/[CH:7]=[CH:8]/[C:9]1[CH:10]=[N:11][C:12]2[NH:21][C:20](=[O:22])[C@@H:19]3[N:15]([CH2:16][CH2:17][CH2:18]3)[CH2:14][C:13]=2[CH:23]=1)(C)(C)C.C(O)(C(F)(F)F)=O.C(Cl)[Cl:33], predict the reaction product. The product is: [ClH:33].[O:22]=[C:20]1[C@@H:19]2[N:15]([CH2:16][CH2:17][CH2:18]2)[CH2:14][C:13]2[CH:23]=[C:9](/[CH:8]=[CH:7]/[C:6]([OH:24])=[O:5])[CH:10]=[N:11][C:12]=2[NH:21]1. (3) The product is: [CH3:29][C:22]1[CH:23]=[C:24]([CH:27]=[CH:28][C:21]=1[NH:20][C:2]1[C:7]2[CH:8]=[CH:9][N:10]([CH3:11])[C:6]=2[C:5]([C:12]([N:14]2[CH2:19][CH2:18][O:17][CH2:16][CH2:15]2)=[O:13])=[CH:4][N:3]=1)[C:25]#[N:26]. Given the reactants Cl[C:2]1[C:7]2[CH:8]=[CH:9][N:10]([CH3:11])[C:6]=2[C:5]([C:12]([N:14]2[CH2:19][CH2:18][O:17][CH2:16][CH2:15]2)=[O:13])=[CH:4][N:3]=1.[NH2:20][C:21]1[CH:28]=[CH:27][C:24]([C:25]#[N:26])=[CH:23][C:22]=1[CH3:29].C(=O)([O-])[O-].[Cs+].[Cs+].C1(P(C2C=CC=CC=2)C2C3OC4C(=CC=CC=4P(C4C=CC=CC=4)C4C=CC=CC=4)C(C)(C)C=3C=CC=2)C=CC=CC=1, predict the reaction product. (4) The product is: [F:8][C:9]([F:16])([C:12]([F:15])([F:14])[F:13])[CH2:10][NH:11][C:2]1[N:7]=[CH:6][CH:5]=[CH:4][N:3]=1. Given the reactants Cl[C:2]1[N:7]=[CH:6][CH:5]=[CH:4][N:3]=1.[F:8][C:9]([F:16])([C:12]([F:15])([F:14])[F:13])[CH2:10][NH2:11].C(N(C(C)C)CC)(C)C, predict the reaction product.